From a dataset of Forward reaction prediction with 1.9M reactions from USPTO patents (1976-2016). Predict the product of the given reaction. (1) The product is: [C:2]([O:5][C@@H:6]([C:44]1[S:45][CH:46]=[C:47]([C:49]([NH:51][C@@H:52]([CH2:61][C:62]2[CH:63]=[CH:64][CH:65]=[CH:66][CH:67]=2)[CH2:53][C@H:54]([CH3:60])[C:55]([O:57][CH2:58][CH3:59])=[O:56])=[O:50])[N:48]=1)[CH2:7][C@@H:8]([N:12]([CH3:43])[C:13](=[O:42])[C@@H:14]([NH:19][C:20]([C@H:22]1[CH2:27][CH2:26][CH2:25][CH2:24][N:23]1[CH2:28][CH2:29][CH2:30][CH2:31][CH2:32][CH2:33][NH2:34])=[O:21])[C@@H:15]([CH3:18])[CH2:16][CH3:17])[CH:9]([CH3:10])[CH3:11])(=[O:4])[CH3:3]. Given the reactants Cl.[C:2]([O:5][C@@H:6]([C:44]1[S:45][CH:46]=[C:47]([C:49]([NH:51][C@@H:52]([CH2:61][C:62]2[CH:67]=[CH:66][CH:65]=[CH:64][CH:63]=2)[CH2:53][C@H:54]([CH3:60])[C:55]([O:57][CH2:58][CH3:59])=[O:56])=[O:50])[N:48]=1)[CH2:7][C@@H:8]([N:12]([CH3:43])[C:13](=[O:42])[C@@H:14]([NH:19][C:20]([C@H:22]1[CH2:27][CH2:26][CH2:25][CH2:24][N:23]1[CH2:28][CH2:29][CH2:30][CH2:31][CH2:32][CH2:33][NH:34]C(OC(C)(C)C)=O)=[O:21])[C@@H:15]([CH3:18])[CH2:16][CH3:17])[CH:9]([CH3:11])[CH3:10])(=[O:4])[CH3:3], predict the reaction product. (2) Given the reactants [CH2:1]([C:3](=[CH:9][C:10]1[CH:15]=[CH:14][C:13]([O:16][CH3:17])=[CH:12][CH:11]=1)[C:4]([O:6][CH2:7][CH3:8])=[O:5])[CH3:2], predict the reaction product. The product is: [CH2:1]([CH:3]([CH2:9][C:10]1[CH:11]=[CH:12][C:13]([O:16][CH3:17])=[CH:14][CH:15]=1)[C:4]([O:6][CH2:7][CH3:8])=[O:5])[CH3:2]. (3) Given the reactants [I:1][C:2]1[CH:10]=[CH:9][C:5]([C:6]([OH:8])=[O:7])=[CH:4][CH:3]=1.[CH2:11](O)[CH3:12].S(=O)(=O)(O)O, predict the reaction product. The product is: [I:1][C:2]1[CH:10]=[CH:9][C:5]([C:6]([O:8][CH2:11][CH3:12])=[O:7])=[CH:4][CH:3]=1. (4) Given the reactants [CH2:1]([N:5]([CH:10]=[N:11][C:12]1[N:17]=[C:16]([N:18]=[CH:19][N:20]([CH2:25][CH2:26][CH2:27][CH3:28])[CH2:21][CH2:22][CH2:23][CH3:24])[N:15]=[C:14]2[N:29]([C@@H:32]3[O:37][C@H:36]([CH2:38][OH:39])[C@@H:34]([OH:35])[CH2:33]3)[N:30]=[CH:31][C:13]=12)[CH2:6][CH2:7][CH2:8][CH3:9])[CH2:2][CH2:3][CH3:4].[Br:40]C1C2C(=NC(N)=NC=2N)N([C@@H]2O[C@H](CO)[C@@H](O)C2)N=1.COC(OC)N(CCCC)CCCC, predict the reaction product. The product is: [CH2:1]([N:5]([CH:10]=[N:11][C:12]1[N:17]=[C:16]([N:18]=[CH:19][N:20]([CH2:25][CH2:26][CH2:27][CH3:28])[CH2:21][CH2:22][CH2:23][CH3:24])[N:15]=[C:14]2[N:29]([C@@H:32]3[O:37][C@H:36]([CH2:38][OH:39])[C@@H:34]([OH:35])[CH2:33]3)[N:30]=[C:31]([Br:40])[C:13]=12)[CH2:6][CH2:7][CH2:8][CH3:9])[CH2:2][CH2:3][CH3:4]. (5) Given the reactants [Cl:1][C:2]1[CH:7]=[CH:6][CH:5]=[CH:4][C:3]=1[C:8]1[CH:13]=[C:12]([O:14]C)[CH:11]=[C:10]([C:16]([N:18]2[CH2:23][CH2:22][N:21]([C:24](=[O:27])[CH:25]=[CH2:26])[CH2:20][CH2:19]2)=[O:17])[CH:9]=1.B(Br)(Br)Br.C([O-])(O)=O.[Na+], predict the reaction product. The product is: [Cl:1][C:2]1[CH:7]=[CH:6][CH:5]=[CH:4][C:3]=1[C:8]1[CH:13]=[C:12]([OH:14])[CH:11]=[C:10]([C:16]([N:18]2[CH2:23][CH2:22][N:21]([C:24](=[O:27])[CH:25]=[CH2:26])[CH2:20][CH2:19]2)=[O:17])[CH:9]=1. (6) Given the reactants [CH3:1][C:2]1([CH3:5])[O:4][CH2:3]1.[CH:6]1([N:9]([CH:23]2[CH2:28][CH2:27][NH:26][CH2:25][CH2:24]2)[C:10](=[O:22])[C:11]2[CH:16]=[CH:15][C:14]([C:17]3[O:21][CH:20]=[N:19][CH:18]=3)=[CH:13][CH:12]=2)[CH2:8][CH2:7]1, predict the reaction product. The product is: [CH:6]1([N:9]([CH:23]2[CH2:28][CH2:27][N:26]([CH2:3][C:2]([OH:4])([CH3:5])[CH3:1])[CH2:25][CH2:24]2)[C:10](=[O:22])[C:11]2[CH:12]=[CH:13][C:14]([C:17]3[O:21][CH:20]=[N:19][CH:18]=3)=[CH:15][CH:16]=2)[CH2:8][CH2:7]1.